From a dataset of Forward reaction prediction with 1.9M reactions from USPTO patents (1976-2016). Predict the product of the given reaction. The product is: [CH3:1][O:2][C:3]1[CH:8]=[C:7]([O:9][CH3:10])[C:6]([S:11]([N:32]2[CH2:33][CH2:34][CH2:35][CH:30]([CH2:29][OH:28])[CH2:31]2)(=[O:13])=[O:12])=[CH:5][C:4]=1[C:15]1[C:19]([O:20][C:21]2[CH:26]=[CH:25][CH:24]=[CH:23][C:22]=2[Cl:27])=[CH:18][NH:17][N:16]=1. Given the reactants [CH3:1][O:2][C:3]1[CH:8]=[C:7]([O:9][CH3:10])[C:6]([S:11](Cl)(=[O:13])=[O:12])=[CH:5][C:4]=1[C:15]1[C:19]([O:20][C:21]2[CH:26]=[CH:25][CH:24]=[CH:23][C:22]=2[Cl:27])=[CH:18][NH:17][N:16]=1.[OH:28][CH2:29][CH:30]1[CH2:35][CH2:34][CH2:33][NH:32][CH2:31]1.N1C=CC=CC=1, predict the reaction product.